Predict the product of the given reaction. From a dataset of Forward reaction prediction with 1.9M reactions from USPTO patents (1976-2016). Given the reactants [C:1]1([C:7]2[N:11]([CH2:12][C:13]3[CH:18]=[CH:17][C:16]([C:19]([F:22])([F:21])[F:20])=[CH:15][CH:14]=3)[C:10]([C:23]3[CH:24]=[C:25]4[C:30](=[CH:31][CH:32]=3)[CH:29]=[C:28]([OH:33])[CH:27]=[CH:26]4)=[CH:9][CH:8]=2)[CH:6]=[CH:5][CH:4]=[CH:3][CH:2]=1.[CH3:34][O:35][C:36](=[O:53])[CH:37](OS(C(F)(F)F)(=O)=O)[CH2:38][C:39]1[CH:44]=[CH:43][CH:42]=[CH:41][CH:40]=1.C(=O)([O-])[O-].[Cs+].[Cs+], predict the reaction product. The product is: [C:39]1([CH2:38][CH:37]([O:33][C:28]2[CH:27]=[CH:26][C:25]3[C:30](=[CH:31][CH:32]=[C:23]([C:10]4[N:11]([CH2:12][C:13]5[CH:14]=[CH:15][C:16]([C:19]([F:22])([F:21])[F:20])=[CH:17][CH:18]=5)[C:7]([C:1]5[CH:2]=[CH:3][CH:4]=[CH:5][CH:6]=5)=[CH:8][CH:9]=4)[CH:24]=3)[CH:29]=2)[C:36]([O:35][CH3:34])=[O:53])[CH:44]=[CH:43][CH:42]=[CH:41][CH:40]=1.